This data is from Reaction yield outcomes from USPTO patents with 853,638 reactions. The task is: Predict the reaction yield, written as a fraction of the theoretical maximum amount of product (1.0 means a 100% yield; for example, 0.34 means a 34% yield). (1) The reactants are [NH2:1][C:2]1[S:3][C:4]2[CH:10]=[C:9]([N+:11]([O-])=O)[CH:8]=[CH:7][C:5]=2[N:6]=1.[H][H]. The catalyst is CO.[Pd]. The product is [S:3]1[C:4]2[CH:10]=[C:9]([NH2:11])[CH:8]=[CH:7][C:5]=2[N:6]=[C:2]1[NH2:1]. The yield is 0.960. (2) The reactants are [C:1]1([S:7]([C:10]2[CH:11]=[C:12]3[C:17](=[CH:18][CH:19]=2)[CH:16]([CH2:20][NH2:21])[CH2:15][CH2:14][CH2:13]3)(=[O:9])=[O:8])[CH:6]=[CH:5][CH:4]=[CH:3][CH:2]=1.I.CS[C:25]1[NH:26][CH2:27][CH2:28][N:29]=1. The catalyst is C(Cl)Cl. The product is [C:1]1([S:7]([C:10]2[CH:11]=[C:12]3[C:17](=[CH:18][CH:19]=2)[CH:16]([CH2:20][NH:21][C:25]2[NH:29][CH2:28][CH2:27][N:26]=2)[CH2:15][CH2:14][CH2:13]3)(=[O:9])=[O:8])[CH:2]=[CH:3][CH:4]=[CH:5][CH:6]=1. The yield is 0.470. (3) The reactants are [CH:1]1([CH2:4][O:5][NH:6][C:7]([C:9]2[C:22]([NH:23][C:24]3[CH:29]=[CH:28][C:27]([Br:30])=[CH:26][C:25]=3[Cl:31])=[C:21]([F:32])[C:12]3[N:13]=[CH:14][N:15]([CH2:16][CH2:17][CH2:18][CH2:19]Cl)[C:11]=3[CH:10]=2)=[O:8])[CH2:3][CH2:2]1.[I-].[Na+].[CH3:35][N:36]1[CH2:41][CH2:40][NH:39][CH2:38][CH2:37]1. The catalyst is C(OCC)(=O)C. The product is [CH:1]1([CH2:4][O:5][NH:6][C:7]([C:9]2[C:22]([NH:23][C:24]3[CH:29]=[CH:28][C:27]([Br:30])=[CH:26][C:25]=3[Cl:31])=[C:21]([F:32])[C:12]3[N:13]=[CH:14][N:15]([CH2:16][CH2:17][CH2:18][CH2:19][N:39]4[CH2:40][CH2:41][N:36]([CH3:35])[CH2:37][CH2:38]4)[C:11]=3[CH:10]=2)=[O:8])[CH2:2][CH2:3]1. The yield is 0.720. (4) The catalyst is O1CCCC1. The reactants are C(N(CC)CC)C.[NH2:8][C:9]1[CH:10]=[C:11]2[C:15](=[CH:16][CH:17]=1)[NH:14][N:13]=[CH:12]2.[Cl:18][CH2:19][CH2:20][CH2:21][C:22](Cl)=[O:23].[OH-].[Na+]. The yield is 0.320. The product is [Cl:18][CH2:19][CH2:20][CH2:21][C:22]([NH:8][C:9]1[CH:10]=[C:11]2[C:15](=[CH:16][CH:17]=1)[NH:14][N:13]=[CH:12]2)=[O:23]. (5) The reactants are Cl[C:2]1[CH:3]=[CH:4][C:5]2[C:15]3[C:10](=[CH:11][N:12]=[CH:13][CH:14]=3)[CH2:9][O:8][C:6]=2[CH:7]=1.[C:16]([O:20][C:21](=[O:30])[NH:22][C@@H:23]([CH2:26][CH:27]([CH3:29])[CH3:28])[CH2:24][OH:25])([CH3:19])([CH3:18])[CH3:17].C(P(C(C)(C)C)C1C=CC=CC=1C1C(C(C)C)=CC(C(C)C)=CC=1C(C)C)(C)(C)C.C(=O)([O-])[O-].[Cs+].[Cs+]. The catalyst is C([O-])(=O)C.[Pd+2].C([O-])(=O)C.C1(C)C=CC=CC=1. The product is [C:16]([O:20][C:21](=[O:30])[NH:22][CH:23]([CH2:26][CH:27]([CH3:28])[CH3:29])[CH2:24][O:25][C:2]1[CH:3]=[CH:4][C:5]2[C:15]3[C:10](=[CH:11][N:12]=[CH:13][CH:14]=3)[CH2:9][O:8][C:6]=2[CH:7]=1)([CH3:19])([CH3:18])[CH3:17]. The yield is 0.450. (6) The reactants are [C:1]([O:5][C:6](=[O:21])[NH:7][C@@H:8]1[CH2:20][C:11]2[NH:12][C:13]3[CH:14]=[CH:15][C:16](Br)=[CH:17][C:18]=3[C:10]=2[CH2:9]1)([CH3:4])([CH3:3])[CH3:2].[CH3:22][N:23](C=O)C. The catalyst is [C-]#N.[Zn+2].[C-]#N.C([O-])(=O)C.[Zn+2].C([O-])(=O)C.C1(P(C2C=CC=CC=2)[C-]2C=CC=C2)C=CC=CC=1.[C-]1(P(C2C=CC=CC=2)C2C=CC=CC=2)C=CC=C1.[Fe+2].[Pd](Cl)Cl.[Zn]. The product is [C:1]([O:5][C:6](=[O:21])[NH:7][C@@H:8]1[CH2:20][C:11]2[NH:12][C:13]3[CH:14]=[CH:15][C:16]([C:22]#[N:23])=[CH:17][C:18]=3[C:10]=2[CH2:9]1)([CH3:4])([CH3:3])[CH3:2]. The yield is 0.690.